Task: Predict the reactants needed to synthesize the given product.. Dataset: Full USPTO retrosynthesis dataset with 1.9M reactions from patents (1976-2016) (1) Given the product [Cl:35][C:36]1[N:40]2[CH:41]=[CH:42][CH:43]=[CH:44][C:39]2=[N:38][C:37]=1[CH2:45][O:1][C:2]1[CH:3]=[CH:4][C:5]([C:8]2[C:9](=[O:23])[C:10]([CH3:21])([CH3:22])[O:11][C:12]=2[C:13]2[CH:18]=[CH:17][C:16]([O:19][CH3:20])=[CH:15][CH:14]=2)=[CH:6][CH:7]=1, predict the reactants needed to synthesize it. The reactants are: [OH:1][C:2]1[CH:7]=[CH:6][C:5]([C:8]2[C:9](=[O:23])[C:10]([CH3:22])([CH3:21])[O:11][C:12]=2[C:13]2[CH:18]=[CH:17][C:16]([O:19][CH3:20])=[CH:15][CH:14]=2)=[CH:4][CH:3]=1.C(=O)([O-])[O-].[Cs+].[Cs+].CN(C=O)C.[Cl:35][C:36]1[N:40]2[CH:41]=[CH:42][CH:43]=[CH:44][C:39]2=[N:38][C:37]=1[CH2:45]Cl. (2) The reactants are: Br[C:2]1[N:3]=[C:4]([O:28][CH3:29])[C:5]([N:8](COCC[Si](C)(C)C)[S:9]([C:12]2[CH:17]=[CH:16][CH:15]=[C:14]([Cl:18])[C:13]=2[Cl:19])(=[O:11])=[O:10])=[N:6][CH:7]=1.[SH:30][CH2:31][C:32]([NH:34][CH3:35])=[O:33]. Given the product [Cl:19][C:13]1[C:14]([Cl:18])=[CH:15][CH:16]=[CH:17][C:12]=1[S:9]([NH:8][C:5]1[N:6]=[CH:7][C:2]([S:30][CH2:31][C:32]([NH:34][CH3:35])=[O:33])=[N:3][C:4]=1[O:28][CH3:29])(=[O:10])=[O:11], predict the reactants needed to synthesize it. (3) The reactants are: [CH:1]1([NH:4][C:5]2[C:14]3[C:9](=[CH:10][C:11]([NH:15][CH2:16][C:17]4[CH:18]=[C:19]([S:23]([CH3:31])(=[N:25]C(OCC)=O)=[O:24])[CH:20]=[CH:21][CH:22]=4)=[CH:12][CH:13]=3)[N:8]=[CH:7][N:6]=2)[CH2:3][CH2:2]1.CCCCCC.C(OCC)(=O)C.C(OCC)(=O)C.ClCCl.CO. Given the product [CH:1]1([NH:4][C:5]2[C:14]3[C:9](=[CH:10][C:11]([NH:15][CH2:16][C:17]4[CH:18]=[C:19]([S:23]([CH3:31])(=[NH:25])=[O:24])[CH:20]=[CH:21][CH:22]=4)=[CH:12][CH:13]=3)[N:8]=[CH:7][N:6]=2)[CH2:2][CH2:3]1, predict the reactants needed to synthesize it. (4) Given the product [I-:31].[F:25][C:22]1[CH:23]=[CH:24][C:19]([N:16]2[C:12]3=[CH:13][N+:14]([CH3:32])=[CH:15][C:10]([C:8](=[O:9])[NH:7][CH2:6][C:5]4[CH:26]=[CH:27][CH:28]=[C:3]([C:2]([F:1])([F:29])[F:30])[CH:4]=4)=[C:11]3[CH:18]=[N:17]2)=[CH:20][CH:21]=1, predict the reactants needed to synthesize it. The reactants are: [F:1][C:2]([F:30])([F:29])[C:3]1[CH:4]=[C:5]([CH:26]=[CH:27][CH:28]=1)[CH2:6][NH:7][C:8]([C:10]1[C:11]2[CH:18]=[N:17][N:16]([C:19]3[CH:24]=[CH:23][C:22]([F:25])=[CH:21][CH:20]=3)[C:12]=2[CH:13]=[N:14][CH:15]=1)=[O:9].[I:31][CH3:32].